From a dataset of NCI-60 drug combinations with 297,098 pairs across 59 cell lines. Regression. Given two drug SMILES strings and cell line genomic features, predict the synergy score measuring deviation from expected non-interaction effect. (1) Drug 1: CC12CCC3C(C1CCC2=O)CC(=C)C4=CC(=O)C=CC34C. Drug 2: CNC(=O)C1=NC=CC(=C1)OC2=CC=C(C=C2)NC(=O)NC3=CC(=C(C=C3)Cl)C(F)(F)F. Cell line: NCI-H460. Synergy scores: CSS=49.0, Synergy_ZIP=0.646, Synergy_Bliss=-2.85, Synergy_Loewe=-5.19, Synergy_HSA=-2.26. (2) Drug 1: C1=NC(=NC(=O)N1C2C(C(C(O2)CO)O)O)N. Drug 2: N.N.Cl[Pt+2]Cl. Cell line: SK-OV-3. Synergy scores: CSS=34.0, Synergy_ZIP=-6.46, Synergy_Bliss=-2.74, Synergy_Loewe=-2.68, Synergy_HSA=-1.10. (3) Drug 1: CCN(CC)CCNC(=O)C1=C(NC(=C1C)C=C2C3=C(C=CC(=C3)F)NC2=O)C. Drug 2: CCCCC(=O)OCC(=O)C1(CC(C2=C(C1)C(=C3C(=C2O)C(=O)C4=C(C3=O)C=CC=C4OC)O)OC5CC(C(C(O5)C)O)NC(=O)C(F)(F)F)O. Cell line: UO-31. Synergy scores: CSS=57.0, Synergy_ZIP=8.63, Synergy_Bliss=10.5, Synergy_Loewe=9.18, Synergy_HSA=9.81. (4) Drug 1: CC12CCC3C(C1CCC2=O)CC(=C)C4=CC(=O)C=CC34C. Drug 2: CCC(=C(C1=CC=CC=C1)C2=CC=C(C=C2)OCCN(C)C)C3=CC=CC=C3.C(C(=O)O)C(CC(=O)O)(C(=O)O)O. Cell line: HL-60(TB). Synergy scores: CSS=65.0, Synergy_ZIP=0.707, Synergy_Bliss=0.814, Synergy_Loewe=-2.60, Synergy_HSA=-0.697. (5) Drug 1: CC1=CC2C(CCC3(C2CCC3(C(=O)C)OC(=O)C)C)C4(C1=CC(=O)CC4)C. Drug 2: C1=CC=C(C=C1)NC(=O)CCCCCCC(=O)NO. Cell line: SK-OV-3. Synergy scores: CSS=2.63, Synergy_ZIP=-2.85, Synergy_Bliss=-4.44, Synergy_Loewe=-7.06, Synergy_HSA=-3.95. (6) Drug 1: C1=CC(=CC=C1CCCC(=O)O)N(CCCl)CCCl. Drug 2: CC1C(C(CC(O1)OC2CC(CC3=C2C(=C4C(=C3O)C(=O)C5=C(C4=O)C(=CC=C5)OC)O)(C(=O)CO)O)N)O.Cl. Cell line: ACHN. Synergy scores: CSS=43.9, Synergy_ZIP=0.355, Synergy_Bliss=1.54, Synergy_Loewe=-13.8, Synergy_HSA=2.39.